Dataset: Forward reaction prediction with 1.9M reactions from USPTO patents (1976-2016). Task: Predict the product of the given reaction. (1) Given the reactants FC(F)(F)S(O[C:7]1[C:16]2[CH:17]=[CH:18][C:19]([F:21])=[CH:20][C:15]=2[C:14]2[C:9](=[CH:10][CH:11]=[N:12][C:13]=2[O:22][CH2:23][CH2:24][CH2:25][CH3:26])[N:8]=1)(=O)=O.[O-]P([O-])([O-])=O.[K+].[K+].[K+].[CH:37]1(P(C2CCCCC2)C2CCCCC2)[CH2:42]CCC[CH2:38]1.C(B1OC(C)(C)C(C)(C)O1)(C)=C, predict the reaction product. The product is: [CH2:23]([O:22][C:13]1[N:12]=[CH:11][CH:10]=[C:9]2[C:14]=1[C:15]1[CH:20]=[C:19]([F:21])[CH:18]=[CH:17][C:16]=1[C:7]([C:37]([CH3:42])=[CH2:38])=[N:8]2)[CH2:24][CH2:25][CH3:26]. (2) Given the reactants [F:1][C:2]1[CH:13]=[CH:12][C:5]([C:6](N(OC)C)=[O:7])=[CH:4][N:3]=1.[CH3:14][Mg]Br, predict the reaction product. The product is: [F:1][C:2]1[N:3]=[CH:4][C:5]([C:6](=[O:7])[CH3:14])=[CH:12][CH:13]=1.